Task: Predict the reaction yield, written as a fraction of the theoretical maximum amount of product (1.0 means a 100% yield; for example, 0.34 means a 34% yield).. Dataset: Reaction yield outcomes from USPTO patents with 853,638 reactions (1) The reactants are [N:1]1[C:6]2[NH:7][CH:8]=[CH:9][C:5]=2[C:4]([C:10]2[CH:11]=[C:12]([CH:15]=[O:16])[O:13][CH:14]=2)=[N:3][CH:2]=1.P([O-])(O)(O)=[O:18].[Na+].Cl([O-])=O.[Na+]. The catalyst is CS(C)=O.O. The product is [N:1]1[C:6]2[NH:7][CH:8]=[CH:9][C:5]=2[C:4]([C:10]2[CH:11]=[C:12]([C:15]([OH:18])=[O:16])[O:13][CH:14]=2)=[N:3][CH:2]=1. The yield is 0.646. (2) The reactants are [F:1][C:2]1[CH:3]=[C:4]([C:9]2[C:17]3[C:12](=[CH:13][C:14]([OH:18])=[CH:15][CH:16]=3)[C:11](=[O:19])[C:10]=2[C:20]2[CH:21]=[N:22][CH:23]=[CH:24][CH:25]=2)[CH:5]=[C:6]([F:8])[CH:7]=1.Br[C:27]1[C:28](=O)[C:29]2[C:34](C=1C1C=CC=CC=1)=[CH:33][CH:32]=[C:31](O)[CH:30]=2.C1(CCO)CCCCC1.C1C=CC(P(C2C=CC=CC=2)C2C=CC=CC=2)=CC=1.CC(OC(/N=N/C(OC(C)C)=O)=O)C. No catalyst specified. The product is [CH:29]1([CH2:28][CH2:27][O:18][C:14]2[CH:13]=[C:12]3[C:17]([C:9]([C:4]4[CH:3]=[C:2]([F:1])[CH:7]=[C:6]([F:8])[CH:5]=4)=[C:10]([C:20]4[CH:21]=[N:22][CH:23]=[CH:24][CH:25]=4)[C:11]3=[O:19])=[CH:16][CH:15]=2)[CH2:34][CH2:33][CH2:32][CH2:31][CH2:30]1. The yield is 0.260.